This data is from Peptide-MHC class I binding affinity with 185,985 pairs from IEDB/IMGT. The task is: Regression. Given a peptide amino acid sequence and an MHC pseudo amino acid sequence, predict their binding affinity value. This is MHC class I binding data. (1) The peptide sequence is AFDLSHFLK. The MHC is HLA-B45:01 with pseudo-sequence HLA-B45:01. The binding affinity (normalized) is 0. (2) The peptide sequence is KFFMVHSLK. The MHC is HLA-B18:01 with pseudo-sequence HLA-B18:01. The binding affinity (normalized) is 0.0847. (3) The peptide sequence is LKLLNTRRRQ. The MHC is H-2-Db with pseudo-sequence H-2-Db. The binding affinity (normalized) is 0. (4) The peptide sequence is NPQGERRAF. The MHC is HLA-A02:01 with pseudo-sequence HLA-A02:01. The binding affinity (normalized) is 0.213.